This data is from Full USPTO retrosynthesis dataset with 1.9M reactions from patents (1976-2016). The task is: Predict the reactants needed to synthesize the given product. (1) The reactants are: [Cl:1][C:2]1[CH:3]=[C:4]([CH2:8][O:9][C:10]2[CH:19]=[C:18]3[C:13]([CH:14]=[C:15]([C:20](OCC)=[O:21])[CH:16]=[N:17]3)=[CH:12][CH:11]=2)[CH:5]=[CH:6][CH:7]=1.[H-].[H-].[H-].[H-].[Li+].[Al+3]. Given the product [Cl:1][C:2]1[CH:3]=[C:4]([CH:5]=[CH:6][CH:7]=1)[CH2:8][O:9][C:10]1[CH:19]=[C:18]2[C:13]([CH:14]=[C:15]([CH2:20][OH:21])[CH:16]=[N:17]2)=[CH:12][CH:11]=1, predict the reactants needed to synthesize it. (2) Given the product [CH3:1][C:2]1[CH:3]=[C:4](/[CH:9]=[C:10](/[Sn:18]([CH2:19][CH2:20][CH2:21][CH3:22])([CH2:23][CH2:24][CH2:25][CH3:26])[CH2:17][CH2:16][CH2:15][CH3:14])\[C:11]([NH2:13])=[O:12])[CH:5]=[CH:6][C:7]=1[CH3:8], predict the reactants needed to synthesize it. The reactants are: [CH3:1][C:2]1[CH:3]=[C:4]([C:9]#[C:10][C:11]([NH2:13])=[O:12])[CH:5]=[CH:6][C:7]=1[CH3:8].[CH3:14][CH2:15][CH2:16][CH2:17][SnH:18]([CH2:23][CH2:24][CH2:25][CH3:26])[CH2:19][CH2:20][CH2:21][CH3:22].